From a dataset of NCI-60 drug combinations with 297,098 pairs across 59 cell lines. Regression. Given two drug SMILES strings and cell line genomic features, predict the synergy score measuring deviation from expected non-interaction effect. (1) Cell line: NCI-H460. Drug 1: C1=NC2=C(N1)C(=S)N=CN2. Synergy scores: CSS=3.11, Synergy_ZIP=-1.23, Synergy_Bliss=-0.788, Synergy_Loewe=-3.49, Synergy_HSA=-1.09. Drug 2: COC1=NC(=NC2=C1N=CN2C3C(C(C(O3)CO)O)O)N. (2) Drug 1: CCC1(CC2CC(C3=C(CCN(C2)C1)C4=CC=CC=C4N3)(C5=C(C=C6C(=C5)C78CCN9C7C(C=CC9)(C(C(C8N6C=O)(C(=O)OC)O)OC(=O)C)CC)OC)C(=O)OC)O.OS(=O)(=O)O. Drug 2: CC=C1C(=O)NC(C(=O)OC2CC(=O)NC(C(=O)NC(CSSCCC=C2)C(=O)N1)C(C)C)C(C)C. Cell line: SNB-19. Synergy scores: CSS=51.3, Synergy_ZIP=0.753, Synergy_Bliss=2.66, Synergy_Loewe=-9.68, Synergy_HSA=0.561. (3) Drug 1: CCN(CC)CCCC(C)NC1=C2C=C(C=CC2=NC3=C1C=CC(=C3)Cl)OC. Drug 2: N.N.Cl[Pt+2]Cl. Cell line: UO-31. Synergy scores: CSS=31.2, Synergy_ZIP=-7.93, Synergy_Bliss=-0.175, Synergy_Loewe=-0.382, Synergy_HSA=1.02. (4) Drug 1: C1=NC2=C(N=C(N=C2N1C3C(C(C(O3)CO)O)F)Cl)N. Drug 2: CCC1(CC2CC(C3=C(CCN(C2)C1)C4=CC=CC=C4N3)(C5=C(C=C6C(=C5)C78CCN9C7C(C=CC9)(C(C(C8N6C)(C(=O)OC)O)OC(=O)C)CC)OC)C(=O)OC)O.OS(=O)(=O)O. Cell line: NCIH23. Synergy scores: CSS=0.387, Synergy_ZIP=3.45, Synergy_Bliss=4.59, Synergy_Loewe=0.216, Synergy_HSA=0.154. (5) Drug 1: CN(CC1=CN=C2C(=N1)C(=NC(=N2)N)N)C3=CC=C(C=C3)C(=O)NC(CCC(=O)O)C(=O)O. Drug 2: C1CC(=O)NC(=O)C1N2C(=O)C3=CC=CC=C3C2=O. Cell line: NCI-H522. Synergy scores: CSS=20.1, Synergy_ZIP=1.53, Synergy_Bliss=0.576, Synergy_Loewe=-27.9, Synergy_HSA=-2.47. (6) Drug 1: CS(=O)(=O)C1=CC(=C(C=C1)C(=O)NC2=CC(=C(C=C2)Cl)C3=CC=CC=N3)Cl. Drug 2: C1=C(C(=O)NC(=O)N1)F. Cell line: RPMI-8226. Synergy scores: CSS=70.8, Synergy_ZIP=-7.57, Synergy_Bliss=-16.6, Synergy_Loewe=-23.1, Synergy_HSA=-18.5. (7) Drug 1: C1=CC(=CC=C1CCC2=CNC3=C2C(=O)NC(=N3)N)C(=O)NC(CCC(=O)O)C(=O)O. Drug 2: CCN(CC)CCNC(=O)C1=C(NC(=C1C)C=C2C3=C(C=CC(=C3)F)NC2=O)C. Cell line: MOLT-4. Synergy scores: CSS=67.0, Synergy_ZIP=-0.466, Synergy_Bliss=-1.31, Synergy_Loewe=-14.2, Synergy_HSA=-1.18.